This data is from Forward reaction prediction with 1.9M reactions from USPTO patents (1976-2016). The task is: Predict the product of the given reaction. (1) Given the reactants [CH3:1][N:2]1[C:6]([CH:7]=[O:8])=[CH:5][N:4]=[CH:3]1.[F:9][C:10]1[CH:15]=[CH:14][C:13]([Mg]Br)=[CH:12][CH:11]=1, predict the reaction product. The product is: [F:9][C:10]1[CH:15]=[CH:14][C:13]([CH:7]([C:6]2[N:2]([CH3:1])[CH:3]=[N:4][CH:5]=2)[OH:8])=[CH:12][CH:11]=1. (2) Given the reactants [CH3:1][C:2]1[N:7]=[C:6]([CH2:8][O:9][C:10](=[O:25])[NH:11][C:12]2[C:13]([CH3:24])=[N:14][O:15][C:16]=2[C:17]2[CH:22]=[CH:21][C:20](Br)=[CH:19][CH:18]=2)[CH:5]=[CH:4][CH:3]=1.[C:26]([C:29]1[CH:30]=[C:31](B(O)O)[CH:32]=[CH:33][CH:34]=1)([OH:28])=[O:27], predict the reaction product. The product is: [CH3:24][C:13]1[C:12]([NH:11][C:10]([O:9][CH2:8][C:6]2[CH:5]=[CH:4][CH:3]=[C:2]([CH3:1])[N:7]=2)=[O:25])=[C:16]([C:17]2[CH:22]=[CH:21][C:20]([C:33]3[CH:32]=[CH:31][CH:30]=[C:29]([C:26]([OH:28])=[O:27])[CH:34]=3)=[CH:19][CH:18]=2)[O:15][N:14]=1.